From a dataset of NCI-60 drug combinations with 297,098 pairs across 59 cell lines. Regression. Given two drug SMILES strings and cell line genomic features, predict the synergy score measuring deviation from expected non-interaction effect. (1) Drug 1: CC1=C2C(C(=O)C3(C(CC4C(C3C(C(C2(C)C)(CC1OC(=O)C(C(C5=CC=CC=C5)NC(=O)OC(C)(C)C)O)O)OC(=O)C6=CC=CC=C6)(CO4)OC(=O)C)O)C)O. Drug 2: CNC(=O)C1=NC=CC(=C1)OC2=CC=C(C=C2)NC(=O)NC3=CC(=C(C=C3)Cl)C(F)(F)F. Cell line: A549. Synergy scores: CSS=30.1, Synergy_ZIP=16.7, Synergy_Bliss=16.4, Synergy_Loewe=7.39, Synergy_HSA=10.4. (2) Drug 1: C1=NC2=C(N1)C(=S)N=C(N2)N. Drug 2: CC1=C(N=C(N=C1N)C(CC(=O)N)NCC(C(=O)N)N)C(=O)NC(C(C2=CN=CN2)OC3C(C(C(C(O3)CO)O)O)OC4C(C(C(C(O4)CO)O)OC(=O)N)O)C(=O)NC(C)C(C(C)C(=O)NC(C(C)O)C(=O)NCCC5=NC(=CS5)C6=NC(=CS6)C(=O)NCCC[S+](C)C)O. Cell line: SN12C. Synergy scores: CSS=18.3, Synergy_ZIP=-3.37, Synergy_Bliss=-1.16, Synergy_Loewe=0.457, Synergy_HSA=0.895. (3) Drug 1: CCC(=C(C1=CC=CC=C1)C2=CC=C(C=C2)OCCN(C)C)C3=CC=CC=C3.C(C(=O)O)C(CC(=O)O)(C(=O)O)O. Drug 2: CN1C(=O)N2C=NC(=C2N=N1)C(=O)N. Cell line: TK-10. Synergy scores: CSS=0.679, Synergy_ZIP=-0.0769, Synergy_Bliss=1.99, Synergy_Loewe=-1.55, Synergy_HSA=0.00445.